From a dataset of Forward reaction prediction with 1.9M reactions from USPTO patents (1976-2016). Predict the product of the given reaction. (1) Given the reactants C(OC([N:8]1[CH2:17][CH2:16][C:15]2[C:11](=[C:12](OS(C(F)(F)F)(=O)=O)[N:13]([C:18]([CH3:21])([CH3:20])[CH3:19])[N:14]=2)[CH2:10][CH2:9]1)=O)(C)(C)C.[F:30][C:31]1[CH:36]=[CH:35][C:34](B(O)O)=[CH:33][CH:32]=1, predict the reaction product. The product is: [C:18]([N:13]1[C:12]([C:34]2[CH:35]=[CH:36][C:31]([F:30])=[CH:32][CH:33]=2)=[C:11]2[C:15]([CH2:16][CH2:17][NH:8][CH2:9][CH2:10]2)=[N:14]1)([CH3:19])([CH3:20])[CH3:21]. (2) Given the reactants [CH3:1][Si:2]([CH3:20])([CH3:19])[CH2:3][CH2:4][S:5]([N:8]1[C:16]2[C:11](=[CH:12][C:13]([CH2:17][OH:18])=[CH:14][CH:15]=2)[CH:10]=[CH:9]1)(=[O:7])=[O:6], predict the reaction product. The product is: [CH3:1][Si:2]([CH3:20])([CH3:19])[CH2:3][CH2:4][S:5]([N:8]1[C:16]2[C:11](=[CH:12][C:13]([CH:17]=[O:18])=[CH:14][CH:15]=2)[CH:10]=[CH:9]1)(=[O:7])=[O:6]. (3) Given the reactants Cl[C:2]1[C:10]([C:11]([O:13][CH3:14])=[O:12])=[CH:9][C:8]([I:15])=[C:7]2[C:3]=1[C:4]([S:16][CH3:17])=[CH:5][NH:6]2.NC1C(I)=CC([C:23](OC)=[O:24])=C(OC)C=1, predict the reaction product. The product is: [I:15][C:8]1[CH:9]=[C:10]([C:11]([O:13][CH3:14])=[O:12])[C:2]([O:24][CH3:23])=[C:3]2[C:7]=1[NH:6][CH:5]=[C:4]2[S:16][CH3:17]. (4) Given the reactants [CH3:1][Si](C=[N+]=[N-])(C)C.[C:8]([O:12][C:13]([N:15]1[CH2:19][C@H:18]([C:20]([CH3:28])([CH3:27])[O:21][SiH2:22][C:23]([CH3:26])([CH3:25])[CH3:24])[C@@H:17]([C:29]([OH:31])=[O:30])[CH2:16]1)=[O:14])([CH3:11])([CH3:10])[CH3:9], predict the reaction product. The product is: [CH3:1][O:30][C:29]([C@@H:17]1[C@@H:18]([C:20]([CH3:28])([CH3:27])[O:21][SiH2:22][C:23]([CH3:26])([CH3:25])[CH3:24])[CH2:19][N:15]([C:13]([O:12][C:8]([CH3:11])([CH3:9])[CH3:10])=[O:14])[CH2:16]1)=[O:31]. (5) Given the reactants [C:1]([O:5][C:6]([N:8]1[CH2:13][CH2:12][CH:11]([C:14]2[C:19](Cl)=[N:18][CH:17]=[CH:16][N:15]=2)[CH2:10][CH2:9]1)=[O:7])([CH3:4])([CH3:3])[CH3:2].[NH:21]1[CH2:26][CH2:25][CH:24]([CH2:27][OH:28])[CH2:23][CH2:22]1.CCN(CC)CC, predict the reaction product. The product is: [C:1]([O:5][C:6]([N:8]1[CH2:13][CH2:12][CH:11]([C:14]2[C:19]([N:21]3[CH2:26][CH2:25][CH:24]([CH2:27][OH:28])[CH2:23][CH2:22]3)=[N:18][CH:17]=[CH:16][N:15]=2)[CH2:10][CH2:9]1)=[O:7])([CH3:4])([CH3:3])[CH3:2]. (6) Given the reactants Br[C:2]1[CH:7]=[CH:6][C:5]([C:8]([F:11])([F:10])[F:9])=[CH:4][C:3]=1[F:12].[CH:13](=[O:18])[CH2:14][CH2:15][CH2:16][CH3:17], predict the reaction product. The product is: [F:12][C:3]1[CH:4]=[C:5]([C:8]([F:11])([F:10])[F:9])[CH:6]=[CH:7][C:2]=1[C:13](=[O:18])[CH2:14][CH2:15][CH2:16][CH3:17]. (7) The product is: [C:1]([O:5][C:6]([N:8]1[C@@H:12]([CH2:13][CH2:14][C:15]2[CH:16]=[CH:17][C:18]([NH:21][C:60]([C:57]3[CH:56]=[CH:55][C:54]([Cl:53])=[CH:59][N:58]=3)=[O:61])=[CH:19][CH:20]=2)[CH2:11][O:10][C:9]1([CH3:23])[CH3:22])=[O:7])([CH3:4])([CH3:2])[CH3:3]. Given the reactants [C:1]([O:5][C:6]([N:8]1[C@@H:12]([CH2:13][CH2:14][C:15]2[CH:20]=[CH:19][C:18]([NH2:21])=[CH:17][CH:16]=2)[CH2:11][O:10][C:9]1([CH3:23])[CH3:22])=[O:7])([CH3:4])([CH3:3])[CH3:2].CN1CCOCC1.CN(C(ON1N=NC2C=CC=CC1=2)=[N+](C)C)C.[B-](F)(F)(F)F.[Cl:53][C:54]1[CH:55]=[CH:56][C:57]([C:60](O)=[O:61])=[N:58][CH:59]=1, predict the reaction product. (8) Given the reactants CO[C:3](=[O:23])[C:4]1[CH:9]=[CH:8][CH:7]=[CH:6][C:5]=1[NH:10][C:11](=[O:22])[CH:12]([C:14]1[CH:19]=[CH:18][C:17]([O:20][CH3:21])=[CH:16][CH:15]=1)[CH3:13].[Li+].C[Si]([N-][Si](C)(C)C)(C)C.CCCCCC, predict the reaction product. The product is: [CH3:21][O:20][C:17]1[CH:16]=[CH:15][C:14]([C:12]2([CH3:13])[C:3](=[O:23])[C:4]3[C:5](=[CH:6][CH:7]=[CH:8][CH:9]=3)[NH:10][C:11]2=[O:22])=[CH:19][CH:18]=1.